Predict the reaction yield, written as a fraction of the theoretical maximum amount of product (1.0 means a 100% yield; for example, 0.34 means a 34% yield). From a dataset of Reaction yield outcomes from USPTO patents with 853,638 reactions. (1) The reactants are [CH2:1]1[CH2:5][O:4][CH2:3][CH2:2]1.[NH2:6][C:7]1[C:12]2=CC(C#N)=C[N:11]2[N:10]=[CH:9][N:8]=1.[H-].C([Al+]CC(C)C)C(C)C. The catalyst is CCOC(C)=O. The product is [NH2:6][C:7]1[C:5]2=[CH:1][C:2]([CH:3]=[O:4])=[CH:12][N:11]2[N:10]=[CH:9][N:8]=1. The yield is 0.910. (2) The reactants are [Br:1][C:2]1[C:3]([CH3:13])=[N:4][O:5][C:6]=1[C:7]1(C(O)=O)[CH2:9][CH2:8]1.C([N:17]([CH2:21]C)C(C)C)(C)C.P(N=[N+]=[N-])(=O)(OC1C=CC=CC=1)[O:24]C1C=CC=CC=1.[C:42]([OH:46])([CH3:45])([CH3:44])[CH3:43]. No catalyst specified. The product is [Br:1][C:2]1[C:3]([CH3:13])=[N:4][O:5][C:6]=1[C:7]1([NH:17][C:21](=[O:24])[O:46][C:42]([CH3:45])([CH3:44])[CH3:43])[CH2:8][CH2:9]1. The yield is 0.750.